This data is from Full USPTO retrosynthesis dataset with 1.9M reactions from patents (1976-2016). The task is: Predict the reactants needed to synthesize the given product. (1) Given the product [CH2:7]([NH:10][C:5]([NH:4][CH2:3][CH2:2][Cl:1])=[O:6])[CH:8]=[CH2:9], predict the reactants needed to synthesize it. The reactants are: [Cl:1][CH2:2][CH2:3][N:4]=[C:5]=[O:6].[CH2:7]([NH2:10])[CH:8]=[CH2:9]. (2) The reactants are: [C:1]1([O:9][CH3:10])[C:2](=[CH:5][CH:6]=[CH:7][CH:8]=1)[O:3][CH3:4].[Li]CCCC.[F:16][C:17]1[CH:22]=[CH:21][C:20]([CH2:23][CH2:24][N:25]2[CH2:30][CH2:29][CH:28]([CH:31]=[O:32])[CH2:27][CH2:26]2)=[CH:19][CH:18]=1. Given the product [CH3:4][O:3][C:2]1[C:1]([O:9][CH3:10])=[CH:8][CH:7]=[CH:6][C:5]=1[CH:31]([CH:28]1[CH2:29][CH2:30][N:25]([CH2:24][CH2:23][C:20]2[CH:21]=[CH:22][C:17]([F:16])=[CH:18][CH:19]=2)[CH2:26][CH2:27]1)[OH:32], predict the reactants needed to synthesize it. (3) Given the product [CH:12]([C:13]1[S:17][C:16]([C:18]([O:20][CH3:21])=[O:19])=[C:15]([C:22]2[CH:27]=[CH:26][CH:25]=[CH:24][CH:23]=2)[CH:14]=1)=[O:11], predict the reactants needed to synthesize it. The reactants are: CS(C)=O.C(Cl)(=O)C(Cl)=O.[OH:11][CH2:12][C:13]1[S:17][C:16]([C:18]([O:20][CH3:21])=[O:19])=[C:15]([C:22]2[CH:27]=[CH:26][CH:25]=[CH:24][CH:23]=2)[CH:14]=1.C([O-])(O)=O.[Na+]. (4) Given the product [C:25]([C:19]1[CH:24]=[CH:23][CH:22]=[CH:21][CH:20]=1)(=[O:27])[CH3:26], predict the reactants needed to synthesize it. The reactants are: IC1C=CC(C)=CC=1S(O)(=O)=O.OOS([O-])=O.[K+].[C:19]1([CH:25]([OH:27])[CH3:26])[CH:24]=[CH:23][CH:22]=[CH:21][CH:20]=1. (5) Given the product [CH3:14][C@H:4]1[CH2:3][C@H:2]([O:1][S:23]([CH3:22])(=[O:25])=[O:24])[CH2:6][N:5]1[C:7]([O:9][C:10]([CH3:13])([CH3:12])[CH3:11])=[O:8], predict the reactants needed to synthesize it. The reactants are: [OH:1][C@@H:2]1[CH2:6][N:5]([C:7]([O:9][C:10]([CH3:13])([CH3:12])[CH3:11])=[O:8])[C@@H:4]([CH3:14])[CH2:3]1.C(N(CC)CC)C.[CH3:22][S:23](Cl)(=[O:25])=[O:24]. (6) Given the product [C:2]([O:5][C:6](=[O:14])[NH:7][CH:8]1[CH2:12][CH2:11][CH2:10][CH:9]1[NH:13][CH:19]1[CH2:23][CH2:22][CH2:21][CH2:20]1)([CH3:1])([CH3:3])[CH3:4], predict the reactants needed to synthesize it. The reactants are: [CH3:1][C:2]([O:5][C:6](=[O:14])[NH:7][CH:8]1[CH2:12][CH2:11][CH2:10][CH:9]1[NH2:13])([CH3:4])[CH3:3].C(O)(=O)C.[C:19]1(=O)[CH2:23][CH2:22][CH2:21][CH2:20]1.C([BH3-])#N.[Na+]. (7) Given the product [NH2:13][C:11]([C:9]1[CH:10]=[C:2]([C:21]2[CH:22]=[C:17]([CH:18]=[CH:19][CH:20]=2)[C:14]([OH:16])=[O:15])[CH:3]=[C:4]2[C:8]=1[NH:7][CH:6]=[CH:5]2)=[O:12], predict the reactants needed to synthesize it. The reactants are: Br[C:2]1[CH:3]=[C:4]2[C:8](=[C:9]([C:11]([NH2:13])=[O:12])[CH:10]=1)[NH:7][CH:6]=[CH:5]2.[C:14]([C:17]1[CH:18]=[C:19](B(O)O)[CH:20]=[CH:21][CH:22]=1)([OH:16])=[O:15].P([O-])([O-])([O-])=O.[K+].[K+].[K+].